This data is from Forward reaction prediction with 1.9M reactions from USPTO patents (1976-2016). The task is: Predict the product of the given reaction. (1) Given the reactants [H-].[Na+].[C:3](=[O:10])([O:7][CH2:8][CH3:9])OCC.[CH3:11][C:12]([C:14]1[CH:19]=[CH:18][C:17]([O:20][CH3:21])=[CH:16][CH:15]=1)=[O:13].C(O)(=O)C.C(C1C=CC=CC=1)(=O)C, predict the reaction product. The product is: [CH3:21][O:20][C:17]1[CH:18]=[CH:19][C:14]([C:12](=[O:13])[CH2:11][C:3]([O:7][CH2:8][CH3:9])=[O:10])=[CH:15][CH:16]=1. (2) Given the reactants [N:1]([CH2:4][C@H:5]1[C@H:10]([C:11]2[CH:16]=[CH:15][C:14]([O:17][CH3:18])=[CH:13][CH:12]=2)[C@@H:9]([O:19][CH2:20][C:21]2[CH:22]=[CH:23][C:24]3[O:29][CH2:28][CH2:27][N:26]([CH2:30][CH2:31][CH2:32][O:33][CH3:34])[C:25]=3[CH:35]=2)[CH2:8][N:7]([C:36]([O:38][CH2:39][C:40]2[CH:45]=[CH:44][CH:43]=[CH:42][CH:41]=2)=[O:37])[CH2:6]1)=[N+]=[N-].N.C1(P(C2C=CC=CC=2)C2C=CC=CC=2)C=CC=CC=1, predict the reaction product. The product is: [NH2:1][CH2:4][C@H:5]1[C@H:10]([C:11]2[CH:12]=[CH:13][C:14]([O:17][CH3:18])=[CH:15][CH:16]=2)[C@@H:9]([O:19][CH2:20][C:21]2[CH:22]=[CH:23][C:24]3[O:29][CH2:28][CH2:27][N:26]([CH2:30][CH2:31][CH2:32][O:33][CH3:34])[C:25]=3[CH:35]=2)[CH2:8][N:7]([C:36]([O:38][CH2:39][C:40]2[CH:41]=[CH:42][CH:43]=[CH:44][CH:45]=2)=[O:37])[CH2:6]1.